This data is from Forward reaction prediction with 1.9M reactions from USPTO patents (1976-2016). The task is: Predict the product of the given reaction. (1) Given the reactants [CH3:1][O:2][C:3]1[CH:4]=[C:5]2[C:10](=[CH:11][CH:12]=1)[CH2:9][C:8](=[O:13])[CH2:7][CH2:6]2.[H-].[Na+].[C:16](=O)([O:20]CC)[O:17][CH2:18][CH3:19], predict the reaction product. The product is: [CH3:1][O:2][C:3]1[CH:4]=[C:5]2[C:10](=[CH:11][CH:12]=1)[CH:9]([C:16]([O:17][CH2:18][CH3:19])=[O:20])[C:8](=[O:13])[CH2:7][CH2:6]2. (2) The product is: [CH3:8][C:5]1[CH:6]=[CH:7][C:2]([C:14]#[C:13][Si:10]([CH3:12])([CH3:11])[CH3:9])=[N:3][CH:4]=1. Given the reactants Br[C:2]1[CH:7]=[CH:6][C:5]([CH3:8])=[CH:4][N:3]=1.[CH3:9][Si:10]([C:13]#[CH:14])([CH3:12])[CH3:11], predict the reaction product. (3) Given the reactants Cl.[CH3:2][CH:3]1[NH:8][C:7]2[CH:9]=[N:10][CH:11]=[CH:12][C:6]=2[NH:5][C:4]1=[O:13].OO.[OH-].[Na+], predict the reaction product. The product is: [CH3:2][C:3]1[C:4](=[O:13])[NH:5][C:6]2[CH:12]=[CH:11][N:10]=[CH:9][C:7]=2[N:8]=1. (4) Given the reactants FC(F)(F)C(O)=O.C(OC([N:15]1[CH2:24][CH2:23][C:22]2[C:17](=[CH:18][C:19]([O:27][CH3:28])=[C:20]([O:25][CH3:26])[CH:21]=2)[CH:16]1[CH2:29][C:30]1[CH:35]=[CH:34][C:33]([C:36]2[CH:41]=[CH:40][CH:39]=[CH:38][CH:37]=2)=[CH:32][CH:31]=1)=O)(C)(C)C, predict the reaction product. The product is: [C:33]1([C:36]2[CH:41]=[CH:40][CH:39]=[CH:38][CH:37]=2)[CH:32]=[CH:31][C:30]([CH2:29][CH:16]2[C:17]3[C:22](=[CH:21][C:20]([O:25][CH3:26])=[C:19]([O:27][CH3:28])[CH:18]=3)[CH2:23][CH2:24][NH:15]2)=[CH:35][CH:34]=1. (5) Given the reactants [Cl:1][C:2]1[CH:3]=[C:4]([CH:6]=[CH:7][C:8]=1[O:9][CH2:10][C:11]1[CH:16]=[CH:15][CH:14]=[CH:13][N:12]=1)[NH2:5].Cl[C:18]1[C:27]2[C:22](=[CH:23][C:24]([O:31][CH3:32])=[C:25]([N+:28]([O-:30])=[O:29])[CH:26]=2)[N:21]=[CH:20][N:19]=1, predict the reaction product. The product is: [Cl:1][C:2]1[CH:3]=[C:4]([NH:5][C:18]2[C:27]3[C:22](=[CH:23][C:24]([O:31][CH3:32])=[C:25]([N+:28]([O-:30])=[O:29])[CH:26]=3)[N:21]=[CH:20][N:19]=2)[CH:6]=[CH:7][C:8]=1[O:9][CH2:10][C:11]1[CH:16]=[CH:15][CH:14]=[CH:13][N:12]=1. (6) Given the reactants [C:1]1(=[O:11])[C:9]2[CH:8]=[CH:7][N:6]=[CH:5][C:4]=2[C:3](=[O:10])[O:2]1.[Si]([N:16]=[N+]=[N-])(C)(C)C, predict the reaction product. The product is: [NH:16]1[C:4]2[CH:5]=[N:6][CH:7]=[CH:8][C:9]=2[C:1](=[O:11])[O:2][C:3]1=[O:10]. (7) Given the reactants C([O:5][NH:6][C:7](=[O:31])[CH:8]([NH:16][S:17]([C:20]1[CH:25]=[CH:24][C:23]([O:26][CH2:27][C:28]#[C:29][CH3:30])=[CH:22][CH:21]=1)(=[O:19])=[O:18])[C:9]1[CH:14]=[CH:13][C:12]([OH:15])=[CH:11][CH:10]=1)(C)(C)C, predict the reaction product. The product is: [CH2:27]([O:26][C:23]1[CH:22]=[CH:21][C:20]([S:17]([NH:16][CH:8]([C:9]2[CH:14]=[CH:13][C:12]([OH:15])=[CH:11][CH:10]=2)[C:7]([NH:6][OH:5])=[O:31])(=[O:19])=[O:18])=[CH:25][CH:24]=1)[C:28]#[C:29][CH3:30]. (8) Given the reactants [CH3:1][N:2]([CH3:41])[CH2:3][CH2:4][N:5]1[CH:9]=[C:8]([C:10]2[CH:15]=[CH:14][C:13]([F:16])=[C:12]([C:17]([F:20])([F:19])[F:18])[CH:11]=2)[N:7]=[C:6]1[CH:21]1[CH2:26][CH2:25][N:24]([C:27]2[N:32]=[CH:31][N:30]=[C:29]([NH2:33])[C:28]=2[C:34]2[CH:39]=[CH:38][C:37](F)=[CH:36][CH:35]=2)[CH2:23][CH2:22]1.[CH3:42][C:43]1(C)[C:47](C)(C)OB(C2C=C[C:42]([C:43]([OH:44])(C)[CH3:47])=CC=2)[O:44]1, predict the reaction product. The product is: [NH2:33][C:29]1[C:28]([C:34]2[CH:39]=[CH:38][C:37]([C:43]([OH:44])([CH3:47])[CH3:42])=[CH:36][CH:35]=2)=[C:27]([N:24]2[CH2:23][CH2:22][CH:21]([C:6]3[N:5]([CH2:4][CH2:3][N:2]([CH3:41])[CH3:1])[CH:9]=[C:8]([C:10]4[CH:15]=[CH:14][C:13]([F:16])=[C:12]([C:17]([F:19])([F:18])[F:20])[CH:11]=4)[N:7]=3)[CH2:26][CH2:25]2)[N:32]=[CH:31][N:30]=1.